From a dataset of Forward reaction prediction with 1.9M reactions from USPTO patents (1976-2016). Predict the product of the given reaction. (1) Given the reactants C(N(CC)CC)C.[CH2:8]([CH:10]([NH:13][C:14]([N:16]1[C:24]2[C:19](=[CH:20][C:21]([O:25][C:26]3[CH:31]=[CH:30][N:29]=[C:28]([NH2:32])[CH:27]=3)=[CH:22][CH:23]=2)[CH:18]=[CH:17]1)=[O:15])[CH2:11][CH3:12])[CH3:9].Cl[C:34]([O:36][C:37]1[CH:42]=[CH:41][CH:40]=[CH:39][CH:38]=1)=[O:35], predict the reaction product. The product is: [CH2:8]([CH:10]([NH:13][C:14]([N:16]1[C:24]2[C:19](=[CH:20][C:21]([O:25][C:26]3[CH:31]=[CH:30][N:29]=[C:28]([NH:32][C:34](=[O:35])[O:36][C:37]4[CH:42]=[CH:41][CH:40]=[CH:39][CH:38]=4)[CH:27]=3)=[CH:22][CH:23]=2)[CH:18]=[CH:17]1)=[O:15])[CH2:11][CH3:12])[CH3:9]. (2) Given the reactants [F:1][C:2]1[CH:7]=[CH:6][C:5]([F:8])=[CH:4][C:3]=1[N:9]1[CH:13]=[C:12]([C:14]2[CH:19]=[CH:18][CH:17]=[CH:16][CH:15]=2)[C:11]([C:20](N(OC)C)=[O:21])=[N:10]1.[Li]C.[CH3:28]COCC, predict the reaction product. The product is: [F:1][C:2]1[CH:7]=[CH:6][C:5]([F:8])=[CH:4][C:3]=1[N:9]1[CH:13]=[C:12]([C:14]2[CH:15]=[CH:16][CH:17]=[CH:18][CH:19]=2)[C:11]([C:20](=[O:21])[CH3:28])=[N:10]1. (3) The product is: [Cl:28][C:2]([Cl:1])([Cl:27])[CH2:3][O:4][C:5]([C@@H:7]1[CH2:12][CH2:11][CH2:10][N:9]([C:13](=[O:15])[C@@H:44]([NH:43][C:41]([O:40][C:36]([CH3:39])([CH3:38])[CH3:37])=[O:42])[CH2:48][O:49][CH:50]([F:52])[F:51])[NH:8]1)=[O:6]. Given the reactants [Cl:1][C:2]([Cl:28])([Cl:27])[CH2:3][O:4][C:5]([C@@H:7]1[CH2:12][CH2:11][CH2:10][N:9]([C:13]([O:15]C(C)(C)C)=O)[N:8]1C(OC(C)(C)C)=O)=[O:6].FC(F)(F)C(O)=O.[C:36]([O:40][C:41]([NH:43][C@@H:44]([CH2:48][O:49][CH:50]([F:52])[F:51])C(O)=O)=[O:42])([CH3:39])([CH3:38])[CH3:37].F[P-](F)(F)(F)(F)F.CN(C(N(C)C)=[N+]1C2C(=NC=CC=2)[N+]([O-])=N1)C.C(N(CC)C(C)C)(C)C, predict the reaction product.